The task is: Predict the reaction yield, written as a fraction of the theoretical maximum amount of product (1.0 means a 100% yield; for example, 0.34 means a 34% yield).. This data is from Reaction yield outcomes from USPTO patents with 853,638 reactions. The reactants are [F:1][C:2]1[CH:3]=[C:4]([CH:14]2[C:23]([CH3:25])([CH3:24])[CH2:22][C:21]3[C:16](=[CH:17][CH:18]=[C:19]([C:26](O)=[O:27])[CH:20]=3)[NH:15]2)[CH:5]=[C:6]([N:8]2[CH2:12][CH2:11][CH2:10][C:9]2=[O:13])[CH:7]=1.[CH3:29][S:30]([NH2:33])(=[O:32])=[O:31]. The catalyst is CN(C)C1C=CN=CC=1.ClCCl. The product is [F:1][C:2]1[CH:3]=[C:4]([CH:14]2[C:23]([CH3:24])([CH3:25])[CH2:22][C:21]3[C:16](=[CH:17][CH:18]=[C:19]([C:26]([NH:33][S:30]([CH3:29])(=[O:32])=[O:31])=[O:27])[CH:20]=3)[NH:15]2)[CH:5]=[C:6]([N:8]2[CH2:12][CH2:11][CH2:10][C:9]2=[O:13])[CH:7]=1. The yield is 0.290.